This data is from Forward reaction prediction with 1.9M reactions from USPTO patents (1976-2016). The task is: Predict the product of the given reaction. (1) Given the reactants Cl[Si:2]([CH3:5])([CH3:4])[CH3:3].[OH:6][CH2:7][C:8]1[CH:17]=[CH:16][C:11]([C:12]([O:14][CH3:15])=[O:13])=[CH:10][CH:9]=1.C(N(CC)CC)C, predict the reaction product. The product is: [CH3:3][Si:2]([CH3:5])([CH3:4])[O:6][CH2:7][C:8]1[CH:9]=[CH:10][C:11]([C:12]([O:14][CH3:15])=[O:13])=[CH:16][CH:17]=1. (2) Given the reactants C([O:3][C:4](=[O:44])[CH2:5][NH:6][C:7]1[CH:12]=[CH:11][C:10]([NH:13][C:14]([C@@H:16]2[NH:20][C@@H:19]([CH2:21][C:22]([CH3:25])([CH3:24])[CH3:23])[C@:18]3([C:33]4[C:28](=[CH:29][C:30]([Cl:34])=[CH:31][CH:32]=4)[NH:27][C:26]3=[O:35])[C@H:17]2[C:36]2[CH:41]=[CH:40][CH:39]=[C:38]([Cl:42])[C:37]=2[F:43])=[O:15])=[CH:9][CH:8]=1)C.Cl, predict the reaction product. The product is: [Cl:34][C:30]1[CH:29]=[C:28]2[NH:27][C:26](=[O:35])[C@:18]3([C@@H:17]([C:36]4[CH:41]=[CH:40][CH:39]=[C:38]([Cl:42])[C:37]=4[F:43])[C@H:16]([C:14]([NH:13][C:10]4[CH:11]=[CH:12][C:7]([NH:6][CH2:5][C:4]([OH:44])=[O:3])=[CH:8][CH:9]=4)=[O:15])[NH:20][C@H:19]3[CH2:21][C:22]([CH3:24])([CH3:23])[CH3:25])[C:33]2=[CH:32][CH:31]=1.